Predict the product of the given reaction. From a dataset of Forward reaction prediction with 1.9M reactions from USPTO patents (1976-2016). Given the reactants [F:1][C:2]1[CH:3]=[C:4]2[C:8](=[CH:9][CH:10]=1)[NH:7][CH:6]=[CH:5]2.[BH3-]C#N.[Na+], predict the reaction product. The product is: [F:1][C:2]1[CH:3]=[C:4]2[C:8](=[CH:9][CH:10]=1)[NH:7][CH2:6][CH2:5]2.